This data is from Reaction yield outcomes from USPTO patents with 853,638 reactions. The task is: Predict the reaction yield, written as a fraction of the theoretical maximum amount of product (1.0 means a 100% yield; for example, 0.34 means a 34% yield). (1) The reactants are [NH:1]([C:6]([O:8][C:9]([CH3:12])([CH3:11])[CH3:10])=[O:7])[CH2:2][C:3]([OH:5])=O.CN(C(ON1N=NC2C=CC=CC1=2)=[N+](C)C)C.F[P-](F)(F)(F)(F)F.[OH:37][CH2:38][C:39]1([C:45]([O:47][CH3:48])=[O:46])[CH2:44][CH2:43][NH:42][CH2:41][CH2:40]1.CCN(C(C)C)C(C)C. The catalyst is CN(C=O)C. The product is [C:9]([O:8][C:6]([NH:1][CH2:2][C:3]([N:42]1[CH2:43][CH2:44][C:39]([CH2:38][OH:37])([C:45]([O:47][CH3:48])=[O:46])[CH2:40][CH2:41]1)=[O:5])=[O:7])([CH3:12])([CH3:11])[CH3:10]. The yield is 0.980. (2) The reactants are [SH:1][CH2:2][C:3]([NH2:5])=[O:4].[C:6]1([CH:12]([C:14]2[CH:19]=[CH:18][CH:17]=[CH:16][CH:15]=2)O)[CH:11]=[CH:10][CH:9]=[CH:8][CH:7]=1.C(O)(C(F)(F)F)=O. No catalyst specified. The product is [CH:12]([S:1][CH2:2][C:3]([NH2:5])=[O:4])([C:6]1[CH:11]=[CH:10][CH:9]=[CH:8][CH:7]=1)[C:14]1[CH:19]=[CH:18][CH:17]=[CH:16][CH:15]=1. The yield is 0.170. (3) The reactants are [CH3:1][N:2]([CH3:36])[C:3]([C:5]1[CH:10]=[CH:9][C:8]([NH:11][C:12]2[N:17]=[CH:16][N:15]=[C:14]([N:18]3[CH2:23][CH2:22][CH:21]([C:24]([NH:26]/[C:27](=[N:32]/[OH:33])/[C:28]([F:31])([CH3:30])[CH3:29])=O)[CH2:20][CH2:19]3)[C:13]=2[F:34])=[C:7]([F:35])[CH:6]=1)=[O:4].CC(N(C)C)=O. The catalyst is CC#N. The product is [F:35][C:7]1[CH:6]=[C:5]([CH:10]=[CH:9][C:8]=1[NH:11][C:12]1[C:13]([F:34])=[C:14]([N:18]2[CH2:23][CH2:22][CH:21]([C:24]3[O:33][N:32]=[C:27]([C:28]([F:31])([CH3:30])[CH3:29])[N:26]=3)[CH2:20][CH2:19]2)[N:15]=[CH:16][N:17]=1)[C:3]([N:2]([CH3:36])[CH3:1])=[O:4]. The yield is 0.609.